This data is from Peptide-MHC class II binding affinity with 134,281 pairs from IEDB. The task is: Regression. Given a peptide amino acid sequence and an MHC pseudo amino acid sequence, predict their binding affinity value. This is MHC class II binding data. (1) The peptide sequence is YIPPSLRTLEDNEE. The MHC is HLA-DQA10301-DQB10302 with pseudo-sequence HLA-DQA10301-DQB10302. The binding affinity (normalized) is 0. (2) The peptide sequence is PGIKAQQSKLAQRRV. The MHC is DRB3_0101 with pseudo-sequence DRB3_0101. The binding affinity (normalized) is 0. (3) The peptide sequence is AIVMVTILLCCMTSC. The MHC is DRB1_0101 with pseudo-sequence DRB1_0101. The binding affinity (normalized) is 0.419.